Dataset: Full USPTO retrosynthesis dataset with 1.9M reactions from patents (1976-2016). Task: Predict the reactants needed to synthesize the given product. Given the product [Cl:21][C:18]1[CH:19]=[CH:20][C:15]([O:7][CH:8]2[CH2:13][CH2:12][NH:11][CH2:10][CH2:9]2)=[N:16][CH:17]=1, predict the reactants needed to synthesize it. The reactants are: CC(C)([O-])C.[K+].[OH:7][CH:8]1[CH2:13][CH2:12][NH:11][CH2:10][CH2:9]1.Cl[C:15]1[CH:20]=[CH:19][C:18]([Cl:21])=[CH:17][N:16]=1.[Cl-].[K+].